This data is from Catalyst prediction with 721,799 reactions and 888 catalyst types from USPTO. The task is: Predict which catalyst facilitates the given reaction. (1) Reactant: Cl[C:2]1[C:11]2[N:12]=[C:13]([O:15][CH2:16][CH3:17])[NH:14][C:10]=2[C:9]2[CH:8]=[CH:7][CH:6]=[CH:5][C:4]=2[N:3]=1.[NH3:18]. Product: [CH2:16]([O:15][C:13]1[NH:14][C:10]2[C:9]3[CH:8]=[CH:7][CH:6]=[CH:5][C:4]=3[N:3]=[C:2]([NH2:18])[C:11]=2[N:12]=1)[CH3:17]. The catalyst class is: 5. (2) Reactant: Cl.[CH2:2]([NH:9][C@@H:10]([C@@H:14]1[CH2:18][S:17][C:16](=[O:19])[N:15]1[CH2:20][C:21]1[CH:26]=[CH:25][CH:24]=[CH:23][CH:22]=1)[C:11](=[O:13])N)[C:3]1[CH:8]=[CH:7][CH:6]=[CH:5][CH:4]=1.C(OCC)(=O)C. Product: [CH2:20]([N:15]1[C@H:14]2[CH2:18][S:17][C:11](=[O:13])[C@H:10]2[N:9]([CH2:2][C:3]2[CH:4]=[CH:5][CH:6]=[CH:7][CH:8]=2)[C:16]1=[O:19])[C:21]1[CH:26]=[CH:25][CH:24]=[CH:23][CH:22]=1. The catalyst class is: 9. (3) Reactant: N[S:2]([C:5]1[CH:6]=[C:7]2[C:11](=[CH:12][CH:13]=1)[NH:10][C:9](=[O:14])[CH2:8]2)(=[O:4])=[O:3].[CH3:15][NH:16][CH3:17]. Product: [CH3:15][N:16]([CH3:17])[S:2]([C:5]1[CH:6]=[C:7]2[C:11](=[CH:12][CH:13]=1)[NH:10][C:9](=[O:14])[CH2:8]2)(=[O:3])=[O:4]. The catalyst class is: 5. (4) Reactant: Cl.[CH3:2][O:3][C:4](=[O:9])[C@H:5]([CH2:7][OH:8])[NH2:6].[Cl:10][C:11]1[S:15][C:14]([S:16](Cl)(=[O:18])=[O:17])=[CH:13][CH:12]=1. Product: [Cl:10][C:11]1[S:15][C:14]([S:16]([NH:6][C@@H:5]([CH2:7][OH:8])[C:4]([O:3][CH3:2])=[O:9])(=[O:18])=[O:17])=[CH:13][CH:12]=1. The catalyst class is: 2. (5) Reactant: [Cl:1][C:2]1[CH:3]=[C:4]([NH2:27])[C:5]([NH:17][C@H:18]([C:20]2[CH:25]=[CH:24][C:23]([F:26])=[CH:22][CH:21]=2)[CH3:19])=[N:6][C:7]=1[NH:8][C:9]1[CH:13]=[C:12]([CH:14]2[CH2:16][CH2:15]2)[NH:11][N:10]=1.[C:28](O)(=O)C.C(N)=N.C([O-])(O)=O.[Na+].CCOC(C)=O. Product: [Cl:1][C:2]1[CH:3]=[C:4]2[N:27]=[CH:28][N:17]([C@H:18]([C:20]3[CH:21]=[CH:22][C:23]([F:26])=[CH:24][CH:25]=3)[CH3:19])[C:5]2=[N:6][C:7]=1[NH:8][C:9]1[CH:13]=[C:12]([CH:14]2[CH2:16][CH2:15]2)[NH:11][N:10]=1. The catalyst class is: 14.